Dataset: Full USPTO retrosynthesis dataset with 1.9M reactions from patents (1976-2016). Task: Predict the reactants needed to synthesize the given product. (1) Given the product [C:2]1([CH2:1][O:8][C:12]2[N:13]=[C:14]([OH:22])[C:15]3[CH:21]=[CH:20][N:19]=[CH:18][C:16]=3[N:17]=2)[CH:7]=[CH:6][CH:5]=[CH:4][CH:3]=1, predict the reactants needed to synthesize it. The reactants are: [CH2:1]([OH:8])[C:2]1[CH:7]=[CH:6][CH:5]=[CH:4][CH:3]=1.[H-].[Na+].Cl[C:12]1[N:13]=[C:14]([OH:22])[C:15]2[CH:21]=[CH:20][N:19]=[CH:18][C:16]=2[N:17]=1. (2) The reactants are: [NH2:1][CH2:2][C:3]1[CH:28]=[C:27]([F:29])[CH:26]=[CH:25][C:4]=1[CH2:5][O:6][C:7]1[CH2:12][CH:11]([CH3:13])[N:10]([CH2:14][C:15]2[CH:20]=[CH:19][C:18]([O:21][CH3:22])=[CH:17][CH:16]=2)[C:9](=[O:23])[C:8]=1[Cl:24].C(N(CC)CC)C.[C:37]([C:41]1[CH:45]=[C:44]([NH:46][C:47](=O)[O:48]C2C=CC=CC=2)[N:43]([C:56]2[CH:61]=[CH:60][C:59]([Cl:62])=[C:58]([OH:63])[CH:57]=2)[N:42]=1)([CH3:40])([CH3:39])[CH3:38].[F-].C([N+](CCCC)(CCCC)CCCC)CCC. Given the product [C:37]([C:41]1[CH:45]=[C:44]([NH:46][C:47]([NH:1][CH2:2][C:3]2[CH:28]=[C:27]([F:29])[CH:26]=[CH:25][C:4]=2[CH2:5][O:6][C:7]2[CH:12]=[C:11]([CH3:13])[N:10]([CH2:14][C:15]3[CH:20]=[CH:19][C:18]([O:21][CH3:22])=[CH:17][CH:16]=3)[C:9](=[O:23])[C:8]=2[Cl:24])=[O:48])[N:43]([C:56]2[CH:61]=[CH:60][C:59]([Cl:62])=[C:58]([OH:63])[CH:57]=2)[N:42]=1)([CH3:40])([CH3:38])[CH3:39], predict the reactants needed to synthesize it.